This data is from Forward reaction prediction with 1.9M reactions from USPTO patents (1976-2016). The task is: Predict the product of the given reaction. Given the reactants [S:1]1[C:5]2[CH:6]=[CH:7][CH:8]=[CH:9][C:4]=2[N:3]=[C:2]1[NH:10][C:11](=[O:19])[C:12]1[CH:17]=[CH:16][C:15](N)=[CH:14][CH:13]=1.[F:20][C:21]1[CH:28]=[CH:27][C:24]([CH:25]=O)=[CH:23][CH:22]=1.CO.C([BH3-])#N.[Na+], predict the reaction product. The product is: [S:1]1[C:5]2[CH:6]=[CH:7][CH:8]=[CH:9][C:4]=2[N:3]=[C:2]1[NH:10][C:11](=[O:19])[C:12]1[CH:17]=[CH:16][C:15]([CH2:25][C:24]2[CH:27]=[CH:28][C:21]([F:20])=[CH:22][CH:23]=2)=[CH:14][CH:13]=1.